This data is from NCI-60 drug combinations with 297,098 pairs across 59 cell lines. The task is: Regression. Given two drug SMILES strings and cell line genomic features, predict the synergy score measuring deviation from expected non-interaction effect. Drug 1: C1CCN(CC1)CCOC2=CC=C(C=C2)C(=O)C3=C(SC4=C3C=CC(=C4)O)C5=CC=C(C=C5)O. Drug 2: CC1=CC2C(CCC3(C2CCC3(C(=O)C)OC(=O)C)C)C4(C1=CC(=O)CC4)C. Cell line: K-562. Synergy scores: CSS=13.7, Synergy_ZIP=19.8, Synergy_Bliss=19.1, Synergy_Loewe=11.5, Synergy_HSA=13.9.